This data is from Full USPTO retrosynthesis dataset with 1.9M reactions from patents (1976-2016). The task is: Predict the reactants needed to synthesize the given product. (1) The reactants are: Br[C:2]1[CH:22]=[CH:21][C:5]([CH2:6][N:7]2[C:11]3=[N:12][C:13]([CH3:17])=[CH:14][C:15]([CH3:16])=[C:10]3[N:9]=[C:8]2[CH2:18][CH2:19][CH3:20])=[CH:4][CH:3]=1.[C:23]([O:27][CH3:28])(=[O:26])[CH:24]=[CH2:25].C1(N(C2CCCCC2)C)CCCCC1. Given the product [CH3:28][O:27][C:23](=[O:26])/[CH:24]=[CH:25]/[C:2]1[CH:22]=[CH:21][C:5]([CH2:6][N:7]2[C:11]3=[N:12][C:13]([CH3:17])=[CH:14][C:15]([CH3:16])=[C:10]3[N:9]=[C:8]2[CH2:18][CH2:19][CH3:20])=[CH:4][CH:3]=1, predict the reactants needed to synthesize it. (2) Given the product [N:10]1[CH:9]=[CH:8][C:7]([C:5]2[S:4][C:3]3[C:13](=[O:14])[NH:15][C:19]4([CH2:20][CH2:21][S:16](=[O:24])(=[O:23])[CH2:17][CH2:18]4)[NH:1][C:2]=3[CH:6]=2)=[CH:12][CH:11]=1, predict the reactants needed to synthesize it. The reactants are: [NH2:1][C:2]1[CH:6]=[C:5]([C:7]2[CH:12]=[CH:11][N:10]=[CH:9][CH:8]=2)[S:4][C:3]=1[C:13]([NH2:15])=[O:14].[S:16]1(=[O:24])(=[O:23])[CH2:21][CH2:20][C:19](=O)[CH2:18][CH2:17]1.C1(C)C=CC(S(O)(=O)=O)=CC=1. (3) The reactants are: [CH2:1]([P:10](=[O:17])([O:14][CH2:15][CH3:16])[O:11][CH2:12][CH3:13])P(=O)(OCC)OCC.[H-].[Na+].[CH:20]([C:22]1[C:23]([NH:33][C:34](=[O:58])[CH2:35][C:36]2[CH:41]=[CH:40][C:39]([O:42][CH2:43][C:44]3[N:45]=[C:46]([C:50]4[CH:55]=[CH:54][CH:53]=[CH:52][CH:51]=4)[O:47][C:48]=3[CH3:49])=[C:38]([O:56][CH3:57])[CH:37]=2)=[N:24][N:25]([C:27]2[CH:32]=[CH:31][CH:30]=[CH:29][CH:28]=2)[CH:26]=1)=O.O. Given the product [CH3:57][O:56][C:38]1[CH:37]=[C:36]([CH2:35][C:34]([NH:33][C:23]2[C:22](/[CH:20]=[CH:1]/[P:10](=[O:17])([O:11][CH2:12][CH3:13])[O:14][CH2:15][CH3:16])=[CH:26][N:25]([C:27]3[CH:32]=[CH:31][CH:30]=[CH:29][CH:28]=3)[N:24]=2)=[O:58])[CH:41]=[CH:40][C:39]=1[O:42][CH2:43][C:44]1[N:45]=[C:46]([C:50]2[CH:51]=[CH:52][CH:53]=[CH:54][CH:55]=2)[O:47][C:48]=1[CH3:49], predict the reactants needed to synthesize it. (4) Given the product [OH:8][N:9]1[C:14]2[N:15]=[CH:16][N:17]=[C:18]([CH3:19])[C:13]=2[C:12]([NH:20][CH2:21][C:22]2[CH:27]=[CH:26][C:25]([NH:28][C:29](=[O:31])[CH3:30])=[CH:24][CH:23]=2)=[CH:11][C:10]1=[O:32], predict the reactants needed to synthesize it. The reactants are: C([O:8][N:9]1[C:14]2[N:15]=[CH:16][N:17]=[C:18]([CH3:19])[C:13]=2[C:12]([NH:20][CH2:21][C:22]2[CH:27]=[CH:26][C:25]([NH:28][C:29](=[O:31])[CH3:30])=[CH:24][CH:23]=2)=[CH:11][C:10]1=[O:32])C1C=CC=CC=1.CO.[H][H]. (5) Given the product [C:36]([C@H:39]([C@@H:41]([C:43]([OH:45])=[O:44])[OH:42])[OH:40])([OH:38])=[O:37].[C:36]([C@H:39]([C@@H:41]([C:43]([OH:45])=[O:44])[OH:42])[OH:40])([OH:38])=[O:37].[CH3:1][O:2][C:3]1[N:8]=[C:7](/[CH:9]=[CH:10]/[C:11]2[N:29]=[C:14]3[C@H:15]([C:19]4[CH:24]=[CH:23][CH:22]=[CH:21][C:20]=4[C:25]([F:28])([F:27])[F:26])[CH2:16][CH2:17][CH2:18][N:13]3[N:12]=2)[CH:6]=[CH:5][C:4]=1[N:30]1[CH:34]=[C:33]([CH3:35])[N:32]=[CH:31]1, predict the reactants needed to synthesize it. The reactants are: [CH3:1][O:2][C:3]1[N:8]=[C:7](/[CH:9]=[CH:10]/[C:11]2[N:29]=[C:14]3[C@H:15]([C:19]4[CH:24]=[CH:23][CH:22]=[CH:21][C:20]=4[C:25]([F:28])([F:27])[F:26])[CH2:16][CH2:17][CH2:18][N:13]3[N:12]=2)[CH:6]=[CH:5][C:4]=1[N:30]1[CH:34]=[C:33]([CH3:35])[N:32]=[CH:31]1.[C:36]([C@H:39]([C@@H:41]([C:43]([O-:45])=[O:44])[OH:42])[OH:40])([O-:38])=[O:37].CCCCCCC.